From a dataset of Catalyst prediction with 721,799 reactions and 888 catalyst types from USPTO. Predict which catalyst facilitates the given reaction. (1) Reactant: [C:1]([O:6][CH2:7][CH3:8])(=S)[C:2]([NH2:4])=O.F[B-](F)(F)F.C([O+:16](CC)CC)C.[CH2:21]([NH:28][NH:29][C:30](=O)[C:31]([CH3:34])([CH3:33])[CH3:32])[C:22]1[CH:27]=[CH:26][CH:25]=[CH:24][CH:23]=1.C(N(CC)CC)C. Product: [C:31]([C:30]1[N:4]=[C:2]([C:1]([O:6][CH2:7][CH3:8])=[O:16])[N:28]([CH2:21][C:22]2[CH:27]=[CH:26][CH:25]=[CH:24][CH:23]=2)[N:29]=1)([CH3:34])([CH3:32])[CH3:33]. The catalyst class is: 2. (2) Reactant: Cl.Cl[C:3]1[N:8]=[C:7]([N:9]2[C:17]3[C:12](=[CH:13][CH:14]=[CH:15][CH:16]=3)[CH2:11][CH2:10]2)[CH:6]=[CH:5][N:4]=1.[NH2:18][C:19]1[CH:24]=[CH:23][CH:22]=[CH:21][CH:20]=1.CCN(C(C)C)C(C)C. Product: [N:9]1([C:7]2[CH:6]=[CH:5][N:4]=[C:3]([NH:18][C:19]3[CH:24]=[CH:23][CH:22]=[CH:21][CH:20]=3)[N:8]=2)[C:17]2[C:12](=[CH:13][CH:14]=[CH:15][CH:16]=2)[CH2:11][CH2:10]1. The catalyst class is: 33.